This data is from Full USPTO retrosynthesis dataset with 1.9M reactions from patents (1976-2016). The task is: Predict the reactants needed to synthesize the given product. (1) Given the product [NH3:4].[CH:1]1([N:4]([CH2:18][C:19]2[N:23]=[C:22]([C:24]([N:39]3[CH2:38][CH2:37][CH:36]([CH2:35][CH2:34][N:29]4[CH2:33][CH2:32][CH2:31][CH2:30]4)[CH2:41][CH2:40]3)=[O:26])[O:21][N:20]=2)[S:5]([C:8]2[C:13]([CH3:14])=[CH:12][C:11]([O:15][CH3:16])=[CH:10][C:9]=2[CH3:17])(=[O:6])=[O:7])[CH2:3][CH2:2]1, predict the reactants needed to synthesize it. The reactants are: [CH:1]1([N:4]([CH2:18][C:19]2[N:23]=[C:22]([C:24]([O:26]CC)=O)[O:21][N:20]=2)[S:5]([C:8]2[C:13]([CH3:14])=[CH:12][C:11]([O:15][CH3:16])=[CH:10][C:9]=2[CH3:17])(=[O:7])=[O:6])[CH2:3][CH2:2]1.[N:29]1([CH2:34][CH2:35][CH:36]2[CH2:41][CH2:40][NH:39][CH2:38][CH2:37]2)[CH2:33][CH2:32][CH2:31][CH2:30]1.C[Al](C)C. (2) Given the product [CH:21]1([N:15]([CH:16]2[CH2:20][CH2:19][CH2:18][CH2:17]2)[C:13](=[O:14])[NH:12][C:9]2[S:8][C:7]([S:6][CH2:5][C:4]([OH:27])=[O:3])=[N:11][N:10]=2)[CH2:22][CH2:23][CH2:24][CH2:25][CH2:26]1, predict the reactants needed to synthesize it. The reactants are: C([O:3][C:4](=[O:27])[CH2:5][S:6][C:7]1[S:8][C:9]([NH:12][C:13]([N:15]([CH:21]2[CH2:26][CH2:25][CH2:24][CH2:23][CH2:22]2)[CH:16]2[CH2:20][CH2:19][CH2:18][CH2:17]2)=[O:14])=[N:10][N:11]=1)C.C1(NC2CCCC2)CCCCC1.C(OC(=O)CSC1SC(N)=NN=1)C. (3) Given the product [CH:25]([NH:28][C:3](=[O:24])[C:4]1[CH:9]=[CH:8][C:7]([O:10][CH2:11][C:12]2[C:13]([C:18]3[CH:19]=[N:20][CH:21]=[CH:22][CH:23]=3)=[N:14][O:15][C:16]=2[CH3:17])=[N:6][CH:5]=1)([CH3:27])[CH3:26], predict the reactants needed to synthesize it. The reactants are: CO[C:3](=[O:24])[C:4]1[CH:9]=[CH:8][C:7]([O:10][CH2:11][C:12]2[C:13]([C:18]3[CH:19]=[N:20][CH:21]=[CH:22][CH:23]=3)=[N:14][O:15][C:16]=2[CH3:17])=[N:6][CH:5]=1.[CH:25]([NH2:28])([CH3:27])[CH3:26]. (4) Given the product [F:11][C:9]1[N:8]=[C:7]2[C:3]([N:4]=[CH:5][NH:6]2)=[C:2]([NH:29][CH2:28][C:25]2[CH:26]=[N:27][C:22]([CH3:21])=[CH:23][CH:24]=2)[N:10]=1, predict the reactants needed to synthesize it. The reactants are: Cl[C:2]1[N:10]=[C:9]([F:11])[N:8]=[C:7]2[C:3]=1[NH:4][CH:5]=[N:6]2.CCN(C(C)C)C(C)C.[CH3:21][C:22]1[N:27]=[CH:26][C:25]([CH2:28][NH2:29])=[CH:24][CH:23]=1. (5) Given the product [F:1][C:2]1[CH:3]=[C:4]([CH2:8][CH2:9][C:10]([O:12][CH3:17])=[O:11])[CH:5]=[CH:6][CH:7]=1, predict the reactants needed to synthesize it. The reactants are: [F:1][C:2]1[CH:3]=[C:4]([CH2:8][CH2:9][C:10]([OH:12])=[O:11])[CH:5]=[CH:6][CH:7]=1.S(Cl)(Cl)=O.[CH3:17]O. (6) Given the product [NH2:5][CH2:6][C:7]1[CH:12]=[CH:11][C:10]([F:13])=[C:9]([CH:14]2[CH2:19][CH2:18][N:17]([C:20]([C:22]3[C:30]4[C:25](=[CH:26][CH:27]=[CH:28][C:29]=4[C:31]4[CH:32]=[CH:33][N:34]=[CH:35][CH:36]=4)[N:24]([CH2:37][CH2:38][O:39][CH3:40])[CH:23]=3)=[O:21])[CH2:16][CH2:15]2)[CH:8]=1, predict the reactants needed to synthesize it. The reactants are: FC(F)(F)C([NH:5][CH2:6][C:7]1[CH:12]=[CH:11][C:10]([F:13])=[C:9]([CH:14]2[CH2:19][CH2:18][N:17]([C:20]([C:22]3[C:30]4[C:25](=[CH:26][CH:27]=[CH:28][C:29]=4[C:31]4[CH:36]=[CH:35][N:34]=[CH:33][CH:32]=4)[N:24]([CH2:37][CH2:38][O:39][CH3:40])[CH:23]=3)=[O:21])[CH2:16][CH2:15]2)[CH:8]=1)=O.[OH-].[Na+]. (7) Given the product [CH3:16][O:15][C:11]1[CH:12]=[N:13][CH:14]=[C:9]([C:8]#[C:7][C:2]2[CH:3]=[CH:4][CH:5]=[CH:6][N:1]=2)[CH:10]=1, predict the reactants needed to synthesize it. The reactants are: [N:1]1[CH:6]=[CH:5][CH:4]=[CH:3][C:2]=1[C:7]#[C:8][C:9]1[CH:10]=[C:11]([OH:15])[CH:12]=[N:13][CH:14]=1.[C:16](=O)([O-])[O-].[Cs+].[Cs+].CC#N.C(O)(C(F)(F)F)=O.